Dataset: Full USPTO retrosynthesis dataset with 1.9M reactions from patents (1976-2016). Task: Predict the reactants needed to synthesize the given product. (1) Given the product [Cl:8][C:4]1[CH:5]=[N:6][CH:7]=[C:2]([O:17][CH2:16][CH2:15][C:11]2[CH:10]=[N:9][CH:14]=[CH:13][CH:12]=2)[N:3]=1, predict the reactants needed to synthesize it. The reactants are: Cl[C:2]1[CH:7]=[N:6][CH:5]=[C:4]([Cl:8])[N:3]=1.[N:9]1[CH:14]=[CH:13][CH:12]=[C:11]([CH2:15][CH2:16][OH:17])[CH:10]=1.[H-].[Na+]. (2) Given the product [F:28][CH:26]([F:27])[O:25][C:20]1[CH:21]=[C:22]2[C:17](=[CH:18][CH:19]=1)[CH:16]=[C:15]([C:9]1[C:8]3[C:12](=[CH:13][CH:14]=[C:6]([C:4]4[N:46]=[N:45][CH:43]([CH2:42][N:36]5[CH2:41][CH2:40][O:39][CH2:38][CH2:37]5)[N:5]=4)[CH:7]=3)[NH:11][N:10]=1)[CH:24]=[CH:23]2, predict the reactants needed to synthesize it. The reactants are: C(O[C:4]([C:6]1[CH:7]=[C:8]2[C:12](=[CH:13][CH:14]=1)[NH:11][N:10]=[C:9]2[C:15]1[CH:24]=[CH:23][C:22]2[C:17](=[CH:18][CH:19]=[C:20]([O:25][CH:26]([F:28])[F:27])[CH:21]=2)[CH:16]=1)=[NH:5])C.C(N(CC)CC)C.[N:36]1([CH2:42][C:43]([NH:45][NH2:46])=O)[CH2:41][CH2:40][O:39][CH2:38][CH2:37]1. (3) Given the product [OH:4][CH2:3][CH2:2][N:1]([CH2:5][CH2:6][OH:7])[C:14]([NH2:15])=[O:13], predict the reactants needed to synthesize it. The reactants are: [NH:1]([CH2:5][CH2:6][OH:7])[CH2:2][CH2:3][OH:4].S(=O)(=O)(O)O.[O-:13][C:14]#[N:15].[K+].